The task is: Regression. Given a peptide amino acid sequence and an MHC pseudo amino acid sequence, predict their binding affinity value. This is MHC class II binding data.. This data is from Peptide-MHC class II binding affinity with 134,281 pairs from IEDB. (1) The peptide sequence is QQLLFIHFRIGCRHSRIG. The MHC is DRB1_1101 with pseudo-sequence DRB1_1101. The binding affinity (normalized) is 0.349. (2) The peptide sequence is EIDTDGDGFIDFNEF. The MHC is HLA-DQA10102-DQB10502 with pseudo-sequence HLA-DQA10102-DQB10502. The binding affinity (normalized) is 0.781. (3) The peptide sequence is EHLSSLRNLCELLGV. The MHC is DRB1_0901 with pseudo-sequence DRB1_0901. The binding affinity (normalized) is 0.299. (4) The peptide sequence is APADDKFTVFEAAFN. The MHC is DRB4_0101 with pseudo-sequence DRB4_0103. The binding affinity (normalized) is 0.272. (5) The MHC is DRB1_0404 with pseudo-sequence DRB1_0404. The peptide sequence is EVFYATSPEKFTF. The binding affinity (normalized) is 0.230.